From a dataset of Forward reaction prediction with 1.9M reactions from USPTO patents (1976-2016). Predict the product of the given reaction. (1) Given the reactants CC1C=CC(S(O[CH2:12][CH:13]2[CH2:22][CH2:21][C:20]3[C:15](=[CH:16][C:17]([S:23]([CH3:26])(=[O:25])=[O:24])=[CH:18][CH:19]=3)[O:14]2)(=O)=O)=CC=1.[CH3:27][O:28][CH2:29][CH2:30][NH2:31], predict the reaction product. The product is: [CH3:27][O:28][CH2:29][CH2:30][NH:31][CH2:12][CH:13]1[CH2:22][CH2:21][C:20]2[C:15](=[CH:16][C:17]([S:23]([CH3:26])(=[O:24])=[O:25])=[CH:18][CH:19]=2)[O:14]1. (2) Given the reactants [NH2:1][C:2](=[NH:7])[NH:3][C:4]([NH2:6])=[S:5].Br[CH:9]([C:12]1[CH:17]=[CH:16][CH:15]=[CH:14][C:13]=1[N+:18]([O-:20])=[O:19])[CH:10]=O, predict the reaction product. The product is: [N+:18]([C:13]1[CH:14]=[CH:15][CH:16]=[CH:17][C:12]=1[C:9]1[S:5][C:4]([NH:3][C:2]([NH2:1])=[NH:7])=[N:6][CH:10]=1)([O-:20])=[O:19]. (3) Given the reactants Cl[CH2:2][CH2:3][S:4][C:5]1[CH:11]=[C:10]([N+:12]([O-:14])=[O:13])[CH:9]=[CH:8][C:6]=1[NH2:7].C(=O)([O-])[O-].[K+].[K+].[I-].[Na+], predict the reaction product. The product is: [N+:12]([C:10]1[CH:9]=[CH:8][C:6]2[NH:7][CH2:2][CH2:3][S:4][C:5]=2[CH:11]=1)([O-:14])=[O:13].